This data is from NCI-60 drug combinations with 297,098 pairs across 59 cell lines. The task is: Regression. Given two drug SMILES strings and cell line genomic features, predict the synergy score measuring deviation from expected non-interaction effect. (1) Drug 1: CC1C(C(CC(O1)OC2CC(CC3=C2C(=C4C(=C3O)C(=O)C5=C(C4=O)C(=CC=C5)OC)O)(C(=O)CO)O)N)O.Cl. Drug 2: C(CCl)NC(=O)N(CCCl)N=O. Cell line: CCRF-CEM. Synergy scores: CSS=1.94, Synergy_ZIP=0.0116, Synergy_Bliss=2.17, Synergy_Loewe=-4.97, Synergy_HSA=-1.97. (2) Drug 2: CC=C1C(=O)NC(C(=O)OC2CC(=O)NC(C(=O)NC(CSSCCC=C2)C(=O)N1)C(C)C)C(C)C. Drug 1: COC1=C(C=C2C(=C1)N=CN=C2NC3=CC(=C(C=C3)F)Cl)OCCCN4CCOCC4. Cell line: NCIH23. Synergy scores: CSS=57.7, Synergy_ZIP=-5.20, Synergy_Bliss=-6.23, Synergy_Loewe=-3.82, Synergy_HSA=-2.56.